The task is: Predict the reactants needed to synthesize the given product.. This data is from Full USPTO retrosynthesis dataset with 1.9M reactions from patents (1976-2016). (1) Given the product [Cl:34][CH2:33][CH2:32][CH2:31][O:1][C:2]1[CH:11]=[C:10]2[C:5]([C:6]([O:12][C:13]3[CH:18]=[CH:17][C:16]([CH3:19])=[CH:15][C:14]=3[C:20]([C:22]3[CH:23]=[CH:24][CH:25]=[CH:26][CH:27]=3)=[O:21])=[CH:7][CH:8]=[N:9]2)=[CH:4][C:3]=1[O:28][CH3:29], predict the reactants needed to synthesize it. The reactants are: [OH:1][C:2]1[CH:11]=[C:10]2[C:5]([C:6]([O:12][C:13]3[CH:18]=[CH:17][C:16]([CH3:19])=[CH:15][C:14]=3[C:20]([C:22]3[CH:27]=[CH:26][CH:25]=[CH:24][CH:23]=3)=[O:21])=[CH:7][CH:8]=[N:9]2)=[CH:4][C:3]=1[O:28][CH3:29].Br[CH2:31][CH2:32][CH2:33][Cl:34].C(=O)([O-])[O-].[K+].[K+].O. (2) Given the product [CH3:30][O:29][CH2:28][CH2:27][CH2:26][N:21]1[C:20]2[CH:31]=[C:16]([CH2:15][O:14][CH:13]3[CH:12]([C:16]4[CH:17]=[CH:18][C:19]([O:51][CH2:52][CH2:53][O:54][S:55]([C:58]5[CH:59]=[CH:60][C:61]([CH3:64])=[CH:62][CH:63]=5)(=[O:56])=[O:57])=[CH:20][CH:31]=4)[CH2:11][CH2:10][N:9]([C:32]([O:34][CH2:35][C:36]4[CH:41]=[CH:40][CH:39]=[CH:38][CH:37]=4)=[O:33])[CH2:8]3)[CH:17]=[CH:18][C:19]=2[O:24][CH2:23][C:22]1=[O:25], predict the reactants needed to synthesize it. The reactants are: OC1C=CC([CH:8]2[CH:13]([O:14][CH2:15][C:16]3[CH:17]=[CH:18][C:19]4[O:24][CH2:23][C:22](=[O:25])[N:21]([CH2:26][CH2:27][CH2:28][O:29][CH3:30])[C:20]=4[CH:31]=3)[CH2:12][CH2:11][CH2:10][N:9]2[C:32]([O:34][CH2:35][C:36]2[CH:41]=[CH:40][CH:39]=[CH:38][CH:37]=2)=[O:33])=CC=1.C1(C)C=CC(S([O:51][CH2:52][CH2:53][O:54][S:55]([C:58]2[CH:63]=[CH:62][C:61]([CH3:64])=[CH:60][CH:59]=2)(=[O:57])=[O:56])(=O)=O)=CC=1. (3) The reactants are: Cl.[NH:2]1[CH2:5][CH:4]([OH:6])[CH2:3]1.[CH3:7][O:8][CH2:9][CH2:10][O:11][C:12]1[CH:17]=[CH:16][N:15]2[C:18]([C:21]3[CH:30]=[CH:29][C:28]4[C:23](=[C:24]([N:31]5[CH2:36][CH2:35][C:34](=O)[CH2:33][CH2:32]5)[CH:25]=[CH:26][CH:27]=4)[N:22]=3)=[CH:19][N:20]=[C:14]2[CH:13]=1.C(N(C(C)C)C(C)C)C.[BH4-].[Na+].C(=O)(O)[O-].[Na+]. Given the product [CH3:7][O:8][CH2:9][CH2:10][O:11][C:12]1[CH:17]=[CH:16][N:15]2[C:18]([C:21]3[CH:30]=[CH:29][C:28]4[C:23](=[C:24]([N:31]5[CH2:36][CH2:35][CH:34]([N:2]6[CH2:5][CH:4]([OH:6])[CH2:3]6)[CH2:33][CH2:32]5)[CH:25]=[CH:26][CH:27]=4)[N:22]=3)=[CH:19][N:20]=[C:14]2[CH:13]=1, predict the reactants needed to synthesize it. (4) The reactants are: [F:1][C:2]([F:54])([F:53])[C:3]([C:18]1[C:19]([CH2:50][CH2:51][CH3:52])=[CH:20][C:21]([N:24]2[CH2:29][CH2:28][N:27]([CH2:30][CH2:31][N:32]3[C:36](=[O:37])[C:35]([C:39]4[CH:44]=[CH:43][C:42]([O:45][CH:46]([CH3:48])[CH3:47])=[CH:41][CH:40]=4)([CH3:38])[NH:34][C:33]3=[O:49])[CH2:26][CH2:25]2)=[N:22][CH:23]=1)([O:8]CC1C=CC(OC)=CC=1)[C:4]([F:7])([F:6])[F:5]. Given the product [F:7][C:4]([F:5])([F:6])[C:3]([C:18]1[C:19]([CH2:50][CH2:51][CH3:52])=[CH:20][C:21]([N:24]2[CH2:29][CH2:28][N:27]([CH2:30][CH2:31][N:32]3[C:36](=[O:37])[C:35]([C:39]4[CH:40]=[CH:41][C:42]([O:45][CH:46]([CH3:47])[CH3:48])=[CH:43][CH:44]=4)([CH3:38])[NH:34][C:33]3=[O:49])[CH2:26][CH2:25]2)=[N:22][CH:23]=1)([OH:8])[C:2]([F:53])([F:1])[F:54], predict the reactants needed to synthesize it. (5) Given the product [NH2:1][CH:2]1[CH2:7][CH2:6][N:5]([C:8]2[CH:16]=[CH:15][C:11]([C:12]([NH2:14])=[O:13])=[C:10]([C:33]3[CH:34]=[CH:35][C:48]([O:49][C:50]4[CH:51]=[CH:4][CH:3]=[CH:2][CH:7]=4)=[CH:47][CH:32]=3)[N:9]=2)[CH2:4][CH2:3]1, predict the reactants needed to synthesize it. The reactants are: [NH2:1][CH:2]1[CH2:7][CH2:6][N:5]([C:8]2[CH:16]=[CH:15][C:11]([C:12]([NH2:14])=[O:13])=[C:10](Cl)[N:9]=2)[CH2:4][CH2:3]1.C([O-])([O-])=O.[K+].[K+].C(OC(N1C=[C:35](B2O[C:34](C)([CH3:35])[C:33](C)([CH3:32])O2)[CH2:34][CH2:33][CH2:32]1)=O)(C)(C)C.O1[CH2:51][CH2:50][O:49][CH2:48][CH2:47]1. (6) Given the product [C:11]([N:9]1[CH2:8][CH2:7][N:6]([C:14](=[O:22])[C:15]2[CH:20]=[CH:19][C:18]([Cl:21])=[CH:17][CH:16]=2)[C@H:5]([C:3]([OH:4])=[O:2])[CH2:10]1)(=[O:13])[CH3:12], predict the reactants needed to synthesize it. The reactants are: C[O:2][C:3]([C@@H:5]1[CH2:10][N:9]([C:11](=[O:13])[CH3:12])[CH2:8][CH2:7][N:6]1[C:14](=[O:22])[C:15]1[CH:20]=[CH:19][C:18]([Cl:21])=[CH:17][CH:16]=1)=[O:4].[Li+].[OH-].O.Cl. (7) Given the product [N:22]1([C:7]2[C:8]3[N:13]=[N:12][N:11]([CH2:14][C:15]4[CH:20]=[CH:19][CH:18]=[CH:17][C:16]=4[Cl:21])[C:9]=3[N:10]=[C:5]([C:1]([CH3:2])([CH3:4])[CH3:3])[N:6]=2)[CH2:27][CH2:26][CH2:23]1, predict the reactants needed to synthesize it. The reactants are: [C:1]([C:5]1[N:6]=[C:7]([N:22]2[CH2:27][CH2:26]OC[CH2:23]2)[C:8]2[N:13]=[N:12][N:11]([CH2:14][C:15]3[CH:20]=[CH:19][CH:18]=[CH:17][C:16]=3[Cl:21])[C:9]=2[N:10]=1)([CH3:4])([CH3:3])[CH3:2].C(C1N=C(Cl)C2N=NN(CC3C=CC=CC=3Cl)C=2N=1)(C)(C)C.N1CCC1. (8) Given the product [F:1][C:2]1[CH:7]=[C:6]([F:8])[CH:5]=[CH:4][C:3]=1[C:9]1[C:13]([C:14]2[CH:15]=[CH:16][C:17]3[N:18]([C:20]([CH:23]([CH3:24])[CH3:25])=[N:21][N:22]=3)[N:19]=2)=[CH:12][N:11]([CH:26]2[CH2:30][CH2:29][N:28]([C:40](=[O:42])[CH3:41])[CH2:27]2)[N:10]=1, predict the reactants needed to synthesize it. The reactants are: [F:1][C:2]1[CH:7]=[C:6]([F:8])[CH:5]=[CH:4][C:3]=1[C:9]1[C:13]([C:14]2[CH:15]=[CH:16][C:17]3[N:18]([C:20]([CH:23]([CH3:25])[CH3:24])=[N:21][N:22]=3)[N:19]=2)=[CH:12][N:11]([CH:26]2[CH2:30][CH2:29][NH:28][CH2:27]2)[N:10]=1.CCN(C(C)C)C(C)C.[C:40](Cl)(=[O:42])[CH3:41].